Dataset: Peptide-MHC class II binding affinity with 134,281 pairs from IEDB. Task: Regression. Given a peptide amino acid sequence and an MHC pseudo amino acid sequence, predict their binding affinity value. This is MHC class II binding data. (1) The binding affinity (normalized) is 0.251. The MHC is DRB1_1302 with pseudo-sequence DRB1_1302. The peptide sequence is AVDGRFAVPQILGDE. (2) The peptide sequence is VKLVDANGKLHDKKS. The MHC is DRB1_0802 with pseudo-sequence DRB1_0802. The binding affinity (normalized) is 0.229. (3) The peptide sequence is GNIVAVDIKPKDSDE. The MHC is DRB1_1501 with pseudo-sequence DRB1_1501. The binding affinity (normalized) is 0.318. (4) The peptide sequence is VLNIKYTRPGDSLAE. The MHC is HLA-DQA10501-DQB10301 with pseudo-sequence HLA-DQA10501-DQB10301. The binding affinity (normalized) is 0.581.